This data is from Reaction yield outcomes from USPTO patents with 853,638 reactions. The task is: Predict the reaction yield, written as a fraction of the theoretical maximum amount of product (1.0 means a 100% yield; for example, 0.34 means a 34% yield). (1) The reactants are [Cl:1][C:2]1[CH:3]=[CH:4][C:5]([N:24]2[CH:28]=[N:27][N:26]=[N:25]2)=[C:6]([CH:23]=1)[CH2:7][NH:8][C:9]([C@@H:11]1[CH2:15][CH2:14][N:13](C(OC(C)(C)C)=O)[NH:12]1)=[O:10].[C:29]1([C@@H:35]([O:39][Si](C)(C)C)[C:36](Cl)=[O:37])[CH:34]=[CH:33][CH:32]=[CH:31][CH:30]=1.C(O)(C(F)(F)F)=O. The catalyst is C(Cl)Cl.N1C=CC=CC=1. The product is [Cl:1][C:2]1[CH:3]=[CH:4][C:5]([N:24]2[CH:28]=[N:27][N:26]=[N:25]2)=[C:6]([CH:23]=1)[CH2:7][NH:8][C:9]([C@@H:11]1[CH2:15][CH2:14][NH:13][N:12]1[C:36](=[O:37])[C@H:35]([OH:39])[C:29]1[CH:34]=[CH:33][CH:32]=[CH:31][CH:30]=1)=[O:10]. The yield is 0.590. (2) The reactants are [F:1][C:2]([F:6])([F:5])[CH2:3]I.[C:7](=[O:10])([O-])[O-:8].[Cs+].[Cs+].[OH:13][C:14]1[CH:19]=[CH:18][C:17]([C:20]2[C:25](=[O:26])[N:24]([CH2:27][C:28]3[CH:33]=[CH:32][C:31]([C:34]4[C:35]([C:40]#[N:41])=[CH:36][CH:37]=[CH:38][CH:39]=4)=[CH:30][CH:29]=3)[C:23]([CH2:42][CH2:43][CH3:44])=[N:22][C:21]=2[CH3:45])=[CH:16][CH:15]=1.C[N:47](C)C=O. The catalyst is C(OCC)(=O)C. The product is [CH3:45][C:21]1[N:22]=[C:23]([CH2:42][CH2:43][CH3:44])[N:24]([CH2:27][C:28]2[CH:33]=[CH:32][C:31]([C:34]3[CH:39]=[CH:38][CH:37]=[CH:36][C:35]=3[C:40]3[NH:47][C:7](=[O:10])[O:8][N:41]=3)=[CH:30][CH:29]=2)[C:25](=[O:26])[C:20]=1[C:17]1[CH:16]=[CH:15][C:14]([O:13][CH2:3][C:2]([F:6])([F:5])[F:1])=[CH:19][CH:18]=1. The yield is 0.620. (3) The reactants are Cl.[NH2:2][OH:3].C([O-])(=O)C.[Na+].[F:9][C:10]1[CH:15]=[CH:14][CH:13]=[CH:12][C:11]=1[C:16](=O)[CH2:17][O:18][CH:19]([CH:24]=[CH2:25])[C:20]([F:23])([F:22])[F:21]. The catalyst is CO. The product is [F:9][C:10]1[CH:15]=[CH:14][CH:13]=[CH:12][C:11]=1[C:16](=[N:2][OH:3])[CH2:17][O:18][CH:19]([CH:24]=[CH2:25])[C:20]([F:23])([F:22])[F:21]. The yield is 0.950.